This data is from NCI-60 drug combinations with 297,098 pairs across 59 cell lines. The task is: Regression. Given two drug SMILES strings and cell line genomic features, predict the synergy score measuring deviation from expected non-interaction effect. Drug 1: CN(C)N=NC1=C(NC=N1)C(=O)N. Drug 2: C1C(C(OC1N2C=NC3=C2NC=NCC3O)CO)O. Cell line: SF-295. Synergy scores: CSS=9.46, Synergy_ZIP=-2.88, Synergy_Bliss=-1.47, Synergy_Loewe=0.171, Synergy_HSA=0.549.